Dataset: Full USPTO retrosynthesis dataset with 1.9M reactions from patents (1976-2016). Task: Predict the reactants needed to synthesize the given product. (1) Given the product [CH2:17]([O:16][CH2:15][C@@H:5]([OH:4])[C@H:6]([C:8]1[CH:13]=[CH:12][CH:11]=[CH:10][C:9]=1[Cl:14])[OH:7])[C:18]1[CH:19]=[CH:20][CH:21]=[CH:22][CH:23]=1, predict the reactants needed to synthesize it. The reactants are: C([O:4][C@H:5]([CH2:15][O:16][CH2:17][C:18]1[CH:23]=[CH:22][CH:21]=[CH:20][CH:19]=1)[C@H:6]([C:8]1[CH:13]=[CH:12][CH:11]=[CH:10][C:9]=1[Cl:14])[OH:7])(=O)C.C([O-])([O-])=O.[K+].[K+]. (2) Given the product [CH3:52][C@H:42]1[CH2:43][N:44]([CH:48]2[CH2:51][O:50][CH2:49]2)[C@H:45]([CH3:47])[CH2:46][N:41]1[C:38]1[CH:39]=[CH:40][C:35]([NH:34][C:32]2[C:31](=[O:53])[N:30]([CH3:54])[CH:29]=[C:28]([C:7]3[C:6]([CH2:5][OH:4])=[C:11]([N:12]4[CH2:23][CH2:22][N:21]5[C:20]6[CH2:19][C:18]([CH3:24])([CH3:25])[CH2:17][C:16]=6[CH:15]=[C:14]5[C:13]4=[O:26])[CH:10]=[C:9]([F:27])[CH:8]=3)[CH:33]=2)=[N:36][CH:37]=1, predict the reactants needed to synthesize it. The reactants are: C([O:4][CH2:5][C:6]1[C:11]([N:12]2[CH2:23][CH2:22][N:21]3[C:14](=[CH:15][C:16]4[CH2:17][C:18]([CH3:25])([CH3:24])[CH2:19][C:20]=43)[C:13]2=[O:26])=[CH:10][C:9]([F:27])=[CH:8][C:7]=1[C:28]1[CH:33]=[C:32]([NH:34][C:35]2[CH:40]=[CH:39][C:38]([N:41]3[CH2:46][C@@H:45]([CH3:47])[N:44]([CH:48]4[CH2:51][O:50][CH2:49]4)[CH2:43][C@@H:42]3[CH3:52])=[CH:37][N:36]=2)[C:31](=[O:53])[N:30]([CH3:54])[CH:29]=1)(=O)C.[OH-].[Li+]. (3) The reactants are: [Cl:1][C:2]1[CH:3]=[C:4]([S:8]([NH:11][C:12]2[CH:13]=[C:14]([CH:27]=[CH:28][CH:29]=2)[C:15]([NH:17][C:18]2[CH:26]=[CH:25][C:21]([C:22]([OH:24])=[O:23])=[CH:20][CH:19]=2)=[O:16])(=[O:10])=[O:9])[CH:5]=[CH:6][CH:7]=1.Cl[C:31]1C=C(S(Cl)(=O)=O)C=C[CH:36]=1. Given the product [CH2:31]([O:23][C:22](=[O:24])[C:21]1[CH:25]=[CH:26][C:18]([NH:17][C:15](=[O:16])[C:14]2[CH:27]=[CH:28][CH:29]=[C:12]([NH:11][S:8]([C:4]3[CH:5]=[CH:6][CH:7]=[C:2]([Cl:1])[CH:3]=3)(=[O:9])=[O:10])[CH:13]=2)=[CH:19][CH:20]=1)[CH3:36], predict the reactants needed to synthesize it. (4) Given the product [OH2:5].[F:1][C:2]([F:13])([F:12])[C:3]([C:8]([F:11])([F:10])[F:9])=[O:7], predict the reactants needed to synthesize it. The reactants are: [F:1][C:2]([F:13])([F:12])[C:3]([C:8]([F:11])([F:10])[F:9])([OH:7])C([O-])=[O:5].[K+].C(=O)([O-])[O-].[K+].[K+].ClCl. (5) Given the product [Br:12][C:4]1[CH:5]=[CH:6][CH:7]=[C:2]([Cl:1])[C:3]=1[CH:8]=[N:9][O:10][CH3:11], predict the reactants needed to synthesize it. The reactants are: [Cl:1][C:2]1[CH:7]=[CH:6][CH:5]=[CH:4][C:3]=1[CH:8]=[N:9][O:10][CH3:11].[Br:12]N1C(=O)CCC1=O.C(O)(=O)C.O.